This data is from Forward reaction prediction with 1.9M reactions from USPTO patents (1976-2016). The task is: Predict the product of the given reaction. (1) Given the reactants Cl.Cl.[O:3]1[C:7]2[CH:8]=[CH:9][CH:10]=[C:11]([CH:12]3[CH2:17][CH2:16][N:15]([CH2:18][CH2:19][C@H:20]4[CH2:25][CH2:24][C@H:23]([NH2:26])[CH2:22][CH2:21]4)[CH2:14][CH2:13]3)[C:6]=2[CH2:5][CH2:4]1.[F:27][C:28]([F:35])([F:34])[CH:29]([OH:33])[C:30](O)=[O:31], predict the reaction product. The product is: [O:3]1[C:7]2[CH:8]=[CH:9][CH:10]=[C:11]([CH:12]3[CH2:17][CH2:16][N:15]([CH2:18][CH2:19][C@H:20]4[CH2:21][CH2:22][C@H:23]([NH:26][C:30](=[O:31])[CH:29]([OH:33])[C:28]([F:35])([F:34])[F:27])[CH2:24][CH2:25]4)[CH2:14][CH2:13]3)[C:6]=2[CH2:5][CH2:4]1. (2) Given the reactants [OH:1][CH2:2][C@H:3]1[NH:9][CH2:8][C:7]2[CH:10]=[CH:11][CH:12]=[CH:13][C:6]=2[NH:5][CH2:4]1.[CH3:14][C:15]([O:18][C:19](O[C:19]([O:18][C:15]([CH3:17])([CH3:16])[CH3:14])=[O:20])=[O:20])([CH3:17])[CH3:16].CCN(CC)CC.O, predict the reaction product. The product is: [OH:1][CH2:2][C@@H:3]1[CH2:4][NH:5][C:6]2[CH:13]=[CH:12][CH:11]=[CH:10][C:7]=2[CH2:8][N:9]1[C:19]([O:18][C:15]([CH3:17])([CH3:16])[CH3:14])=[O:20]. (3) Given the reactants [CH3:1][N:2]1[C:6]([CH3:7])=[C:5]([S:8]([N:11]2[C:15]([C:16]3[C:17]([F:22])=[N:18][CH:19]=[CH:20][CH:21]=3)=[C:14]([F:23])[C:13]([CH2:24][N:25](C)[C:26](=O)OC(C)(C)C)=[CH:12]2)(=[O:10])=[O:9])[CH:4]=[N:3]1.C(OCC)(=O)C.[ClH:40], predict the reaction product. The product is: [ClH:40].[CH3:1][N:2]1[C:6]([CH3:7])=[C:5]([S:8]([N:11]2[C:15]([C:16]3[C:17]([F:22])=[N:18][CH:19]=[CH:20][CH:21]=3)=[C:14]([F:23])[C:13]([CH2:24][NH:25][CH3:26])=[CH:12]2)(=[O:9])=[O:10])[CH:4]=[N:3]1. (4) Given the reactants [Cl:1][C:2]1[NH:10][C:9]2[C:8](=[O:11])[NH:7][C:6](=[O:12])[N:5]([CH3:13])[C:4]=2[N:3]=1.C(=O)([O-])[O-].[K+].[K+].[CH2:20](Br)[CH:21]=[CH2:22], predict the reaction product. The product is: [CH2:22]([N:10]1[C:9]2[C:8](=[O:11])[NH:7][C:6](=[O:12])[N:5]([CH3:13])[C:4]=2[N:3]=[C:2]1[Cl:1])[CH:21]=[CH2:20].